From a dataset of Reaction yield outcomes from USPTO patents with 853,638 reactions. Predict the reaction yield, written as a fraction of the theoretical maximum amount of product (1.0 means a 100% yield; for example, 0.34 means a 34% yield). (1) The reactants are [BH4-].[Na+].[C:3]1([S:9]([N:12]2[C:20]3[C:15](=[CH:16][C:17]([C:21](=O)[CH3:22])=[CH:18][CH:19]=3)[CH2:14][CH2:13]2)(=[O:11])=[O:10])[CH:8]=[CH:7][CH:6]=[CH:5][CH:4]=1.[OH-].[Na+]. The catalyst is C(O)(C(F)(F)F)=O.O. The product is [C:3]1([S:9]([N:12]2[C:20]3[C:15](=[CH:16][C:17]([CH2:21][CH3:22])=[CH:18][CH:19]=3)[CH2:14][CH2:13]2)(=[O:11])=[O:10])[CH:4]=[CH:5][CH:6]=[CH:7][CH:8]=1. The yield is 0.430. (2) The reactants are [Cl-].O[NH3+:3].[C:4](=[O:7])([O-])[OH:5].[Na+].CS(C)=O.[Si]([O:20][CH:21]([CH:58]([F:60])[F:59])[CH2:22][O:23][C@H:24]1[CH2:29][CH2:28][C@H:27]([N:30]2[C:35](=[O:36])[C:34]([CH2:37][C:38]3[CH:43]=[CH:42][C:41]([C:44]4[C:45]([C:50]#[N:51])=[CH:46][CH:47]=[CH:48][CH:49]=4)=[CH:40][CH:39]=3)=[C:33]([CH2:52][CH2:53][CH3:54])[N:32]3[N:55]=[CH:56][N:57]=[C:31]23)[CH2:26][CH2:25]1)(C(C)(C)C)(C)C. The catalyst is O.C(OCC)(=O)C. The product is [F:60][CH:58]([F:59])[CH:21]([OH:20])[CH2:22][O:23][C@H:24]1[CH2:25][CH2:26][C@H:27]([N:30]2[C:35](=[O:36])[C:34]([CH2:37][C:38]3[CH:43]=[CH:42][C:41]([C:44]4[CH:49]=[CH:48][CH:47]=[CH:46][C:45]=4[C:50]4[NH:51][C:4](=[O:7])[O:5][N:3]=4)=[CH:40][CH:39]=3)=[C:33]([CH2:52][CH2:53][CH3:54])[N:32]3[N:55]=[CH:56][N:57]=[C:31]23)[CH2:28][CH2:29]1. The yield is 0.730. (3) The reactants are [C:1]([O:5][C:6](=[O:34])[CH2:7][CH:8]([NH:23]C(OCC1C=CC=CC=1)=O)[CH:9]([OH:22])[CH2:10][O:11][C:12]1[C:17]([F:18])=[C:16]([F:19])[CH:15]=[C:14]([F:20])[C:13]=1[F:21])([CH3:4])([CH3:3])[CH3:2]. The catalyst is CO.[Pd]. The product is [C:1]([O:5][C:6](=[O:34])[CH2:7][C@H:8]([NH2:23])[CH:9]([OH:22])[CH2:10][O:11][C:12]1[C:13]([F:21])=[C:14]([F:20])[CH:15]=[C:16]([F:19])[C:17]=1[F:18])([CH3:4])([CH3:2])[CH3:3]. The yield is 0.900. (4) The reactants are [C:1]([CH2:3][C:4](O)=[O:5])#[N:2].[CH:7]1([CH2:13][NH:14][C:15]([NH:17][CH2:18][CH:19]2[CH2:24][CH2:23][CH2:22][CH2:21][CH2:20]2)=[O:16])[CH2:12][CH2:11][CH2:10][CH2:9][CH2:8]1. The catalyst is C(OC(=O)C)(=O)C. The product is [NH2:2][C:1]1[N:14]([CH2:13][CH:7]2[CH2:8][CH2:9][CH2:10][CH2:11][CH2:12]2)[C:15](=[O:16])[N:17]([CH2:18][CH:19]2[CH2:24][CH2:23][CH2:22][CH2:21][CH2:20]2)[C:4](=[O:5])[CH:3]=1. The yield is 0.940. (5) The reactants are [CH3:1][CH:2]([C@@:4]12[C@@H:19](O)[C@:18]34[O:21][C@H:17]3[CH2:16][C@@H:15]3[C@:10]([CH3:26])([CH2:11][CH2:12][C:13]5[C:24](=[O:25])[O:23][CH2:22][C:14]=53)[C@:8]34[O:9][C@H:7]3[C@@H:5]1[O:6]2)[CH3:3].C(N(S(F)(F)[F:33])CC)C.C([O-])(O)=O.[Na+]. The catalyst is ClCCl. The product is [CH3:1][CH:2]([C@@:4]12[C@H:19]([F:33])[C@:18]34[O:21][C@H:17]3[CH2:16][C@@H:15]3[C@:10]([CH3:26])([CH2:11][CH2:12][C:13]5[C:24](=[O:25])[O:23][CH2:22][C:14]=53)[C@:8]34[O:9][C@H:7]3[C@@H:5]1[O:6]2)[CH3:3]. The yield is 1.00. (6) The reactants are [NH2:1][C:2]1[CH:3]=[C:4]([NH:8][C:9]2[N:14]=[C:13]([NH:15][C:16]3[CH:20]=[C:19]([CH3:21])[N:18](C(OC(C)(C)C)=O)[N:17]=3)[CH:12]=[N:11][CH:10]=2)[CH:5]=[CH:6][CH:7]=1.CC1N(C(OC(C)(C)C)=O)N=C(NC2C=NC=C(N[C:50]3[CH:55]=[CH:54][CH:53]=[C:52]([N+]([O-])=O)[CH:51]=3)N=2)C=1.[CH2:59]([OH:61])C. The catalyst is [Pd]. The product is [CH3:21][C:19]1[NH:18][N:17]=[C:16]([NH:15][C:13]2[N:14]=[C:9]([NH:8][C:4]3[CH:3]=[C:2]([NH:1][C:59](=[O:61])[C:50]4[CH:51]=[CH:52][CH:53]=[CH:54][CH:55]=4)[CH:7]=[CH:6][CH:5]=3)[CH:10]=[N:11][CH:12]=2)[CH:20]=1. The yield is 1.00. (7) The reactants are [OH-].[Li+].C[N:4]([C:9](=[O:30])[C:10]1[CH:15]=[C:14]([Cl:16])[C:13]([O:17][C:18]2[CH:23]=[C:22]([CH:24]([CH3:26])[CH3:25])[C:21]([OH:27])=[C:20]([Br:28])[CH:19]=2)=[C:12]([Cl:29])[CH:11]=1)[CH2:5][C:6]([OH:8])=[O:7].Cl. The catalyst is O1CCCC1. The product is [Cl:16][C:14]1[CH:15]=[C:10]([CH:11]=[C:12]([Cl:29])[C:13]=1[O:17][C:18]1[CH:23]=[C:22]([CH:24]([CH3:26])[CH3:25])[C:21]([OH:27])=[C:20]([Br:28])[CH:19]=1)[C:9]([NH:4][CH2:5][C:6]([OH:8])=[O:7])=[O:30]. The yield is 1.00.